From a dataset of Reaction yield outcomes from USPTO patents with 853,638 reactions. Predict the reaction yield, written as a fraction of the theoretical maximum amount of product (1.0 means a 100% yield; for example, 0.34 means a 34% yield). (1) The reactants are [CH3:1][C@@H:2]1[N:7]([CH3:8])[CH2:6][CH2:5][N:4]([CH:9]2[CH2:12][N:11](C(OCC3C=CC=CC=3)=O)[CH2:10]2)[CH2:3]1. The catalyst is [C].[Pd].CO. The product is [NH:11]1[CH2:12][CH:9]([N:4]2[CH2:5][CH2:6][N:7]([CH3:8])[C@@H:2]([CH3:1])[CH2:3]2)[CH2:10]1. The yield is 1.00. (2) The reactants are Br[C:2]1[CH:22]=[C:21]([CH3:23])[CH:20]=[CH:19][C:3]=1[O:4][C:5]1[C:14]2[C:9](=[CH:10][C:11]([O:17][CH3:18])=[C:12]([O:15][CH3:16])[CH:13]=2)[N:8]=[CH:7][CH:6]=1.C([Li])CCC.CCCCCC.[O:35]1[CH:39]=[CH:38][CH:37]=[C:36]1[C:40](Cl)=[O:41].O. The catalyst is O1CCCC1. The product is [CH3:16][O:15][C:12]1[CH:13]=[C:14]2[C:9](=[CH:10][C:11]=1[O:17][CH3:18])[N:8]=[CH:7][CH:6]=[C:5]2[O:4][C:3]1[CH:19]=[CH:20][C:21]([CH3:23])=[CH:22][C:2]=1[C:40]([C:36]1[O:35][CH:39]=[CH:38][CH:37]=1)=[O:41]. The yield is 0.330.